From a dataset of TCR-epitope binding with 47,182 pairs between 192 epitopes and 23,139 TCRs. Binary Classification. Given a T-cell receptor sequence (or CDR3 region) and an epitope sequence, predict whether binding occurs between them. (1) The epitope is QIKVRVKMV. The TCR CDR3 sequence is CASSFDSGVEQYF. Result: 0 (the TCR does not bind to the epitope). (2) The epitope is KLPDDFTGCV. The TCR CDR3 sequence is CATSDSRYFTDTQYF. Result: 1 (the TCR binds to the epitope). (3) Result: 1 (the TCR binds to the epitope). The TCR CDR3 sequence is CASSLGQDTYEQYF. The epitope is LPPAYTNSF. (4) The epitope is LLFGYPVYV. The TCR CDR3 sequence is CSARTLDGYTF. Result: 0 (the TCR does not bind to the epitope). (5) The epitope is RIFTIGTVTLK. The TCR CDR3 sequence is CASSLVVGLAGITPAQETQYF. Result: 0 (the TCR does not bind to the epitope). (6) The TCR CDR3 sequence is CASSAVREDYGYTF. Result: 0 (the TCR does not bind to the epitope). The epitope is ISPRTLNAW. (7) The epitope is SGPLKAEIAQRLED. The TCR CDR3 sequence is CASNSGGAYNEQFF. Result: 0 (the TCR does not bind to the epitope). (8) The epitope is MPASWVMRI. The TCR CDR3 sequence is CASSTDLRGMNTEAFF. Result: 1 (the TCR binds to the epitope).